Dataset: Forward reaction prediction with 1.9M reactions from USPTO patents (1976-2016). Task: Predict the product of the given reaction. (1) Given the reactants C([O:3][C:4]([C:6]1[CH:10]=[C:9]([C:11]2[CH:16]=[CH:15][C:14]([CH3:17])=[CH:13][N:12]=2)[N:8]([C:18]2[N:19]=[N:20][C:21]([O:24][CH3:25])=[CH:22][CH:23]=2)[N:7]=1)=[O:5])C.C[O-].[Na+].C(OCC)C.O, predict the reaction product. The product is: [CH3:25][O:24][C:21]1[N:20]=[N:19][C:18]([N:8]2[C:9]([C:11]3[CH:16]=[CH:15][C:14]([CH3:17])=[CH:13][N:12]=3)=[CH:10][C:6]([C:4]([OH:5])=[O:3])=[N:7]2)=[CH:23][CH:22]=1. (2) Given the reactants [C:1]([O:5][C:6](=[O:38])[NH:7][C@@H:8]1[C@@H:13]([OH:14])[C@H:12]([CH2:15][C:16]2[CH:21]=[C:20]([F:22])[C:19]([NH:23][C:24]([O:26][CH2:27][C:28]3[CH:33]=[CH:32][CH:31]=[CH:30][CH:29]=3)=[O:25])=[C:18]([CH2:34][CH2:35][CH2:36][CH3:37])[CH:17]=2)[CH2:11]S[CH2:9]1)([CH3:4])([CH3:3])[CH3:2].O[O:40][S:41]([O-:43])=O.[K+].N, predict the reaction product. The product is: [C:1]([O:5][C:6](=[O:38])[NH:7][C@@H:8]1[C@@H:13]([OH:14])[C@H:12]([CH2:15][C:16]2[CH:21]=[C:20]([F:22])[C:19]([NH:23][C:24]([O:26][CH2:27][C:28]3[CH:33]=[CH:32][CH:31]=[CH:30][CH:29]=3)=[O:25])=[C:18]([CH2:34][CH2:35][CH2:36][CH3:37])[CH:17]=2)[CH2:11][S:41](=[O:43])(=[O:40])[CH2:9]1)([CH3:4])([CH3:2])[CH3:3]. (3) Given the reactants CC(CCC=C(C)C)CCCC(=O)C([O-])=O.O=C(CCC)C(OCCC(C)CCC=C(C)C)=O.C([C:38]1[CH:43]=[CH:42][C:41]([C:44](=[O:58])[C:45]([O:47][CH2:48][CH2:49][CH:50]([CH3:57])[CH2:51][CH2:52][CH:53]=[C:54]([CH3:56])[CH3:55])=[O:46])=[CH:40]C=1)(=O)C.CC(CC)C(=O)C(OCCC(C)CCC=C(C)C)=O.CC(CCC=C(C)C)CCC(C)C(=O)C([O-])=O.CC(CCCCCCCCCCCC)C(=O)C(OCCC(C)CCC=C(C)C)=O.O=C(C1C=CC=CC=1)C(OCCC(C)CCC=C(C)C)=O, predict the reaction product. The product is: [CH:41]1([C:44](=[O:58])[C:45]([O:47][CH2:48][CH2:49][CH:50]([CH3:57])[CH2:51][CH2:52][CH:53]=[C:54]([CH3:55])[CH3:56])=[O:46])[CH2:40][CH2:38][CH2:43][CH2:42]1.